This data is from Forward reaction prediction with 1.9M reactions from USPTO patents (1976-2016). The task is: Predict the product of the given reaction. (1) Given the reactants F[C:2]1[CH:3]=[C:4]([OH:11])[CH:5]=[CH:6][C:7]=1[N+:8]([O-:10])=[O:9].[CH3:12][O:13][CH2:14][CH2:15][CH2:16][NH2:17], predict the reaction product. The product is: [CH3:12][O:13][CH2:14][CH2:15][CH2:16][NH:17][C:2]1[CH:3]=[C:4]([OH:11])[CH:5]=[CH:6][C:7]=1[N+:8]([O-:10])=[O:9]. (2) Given the reactants C[O:2][C:3]1[N:8]=[C:7]([C:9]2[CH:10]=[C:11]([CH:44]=[CH:45][CH:46]=2)[CH2:12][CH:13]([CH2:29][C:30]2[CH:35]=[CH:34][CH:33]=[C:32]([C:36]3[CH:41]=[CH:40][CH:39]=[C:38]([O:42]C)[N:37]=3)[CH:31]=2)[CH2:14][C:15]2[CH:20]=[CH:19][CH:18]=[C:17]([C:21]3[CH:26]=[CH:25][CH:24]=[C:23]([O:27]C)[N:22]=3)[CH:16]=2)[CH:6]=[CH:5][CH:4]=1.Cl.[NH+]1C=CC=CC=1.[OH-].[K+], predict the reaction product. The product is: [OH:27][C:23]1[N:22]=[C:21]([C:17]2[CH:16]=[C:15]([CH:20]=[CH:19][CH:18]=2)[CH2:14][CH:13]([CH2:12][C:11]2[CH:44]=[CH:45][CH:46]=[C:9]([C:7]3[CH:6]=[CH:5][CH:4]=[C:3]([OH:2])[N:8]=3)[CH:10]=2)[CH2:29][C:30]2[CH:35]=[CH:34][CH:33]=[C:32]([C:36]3[CH:41]=[CH:40][CH:39]=[C:38]([OH:42])[N:37]=3)[CH:31]=2)[CH:26]=[CH:25][CH:24]=1. (3) Given the reactants [S:1]1[CH:5]=[CH:4][CH:3]=[C:2]1B(O)O.C(=O)([O-])[O-].[Na+].[Na+].C([O:18][C:19]1[CH:41]=[CH:40][C:39]([N:42]2[CH2:47][CH2:46][CH2:45][CH2:44][CH2:43]2)=[CH:38][C:20]=1[C:21]([NH:23][C:24]1[CH:36]=[C:35](Br)[CH:34]=[CH:33][C:25]=1[C:26]([O:28][C:29]([CH3:32])([CH3:31])[CH3:30])=[O:27])=[O:22])(=O)C.C(O)(=O)CC(CC(O)=O)(C(O)=O)O, predict the reaction product. The product is: [OH:18][C:19]1[CH:41]=[CH:40][C:39]([N:42]2[CH2:47][CH2:46][CH2:45][CH2:44][CH2:43]2)=[CH:38][C:20]=1[C:21]([NH:23][C:24]1[CH:36]=[C:35]([C:2]2[S:1][CH:5]=[CH:4][CH:3]=2)[CH:34]=[CH:33][C:25]=1[C:26]([O:28][C:29]([CH3:32])([CH3:31])[CH3:30])=[O:27])=[O:22].